Dataset: Full USPTO retrosynthesis dataset with 1.9M reactions from patents (1976-2016). Task: Predict the reactants needed to synthesize the given product. (1) Given the product [F:35][C:36]1[CH:37]=[C:38]([CH:41]=[C:42]([F:44])[CH:43]=1)[CH2:39][C:2]1([CH3:1])[C:10]2[C:5](=[CH:6][CH:7]=[C:8]([C:11]3[CH:16]=[CH:15][CH:14]=[C:13]([C:17]([F:20])([F:19])[F:18])[CH:12]=3)[CH:9]=2)[NH:4][C:3]1=[O:21], predict the reactants needed to synthesize it. The reactants are: [CH3:1][CH:2]1[C:10]2[C:5](=[CH:6][CH:7]=[C:8]([C:11]3[CH:16]=[CH:15][CH:14]=[C:13]([C:17]([F:20])([F:19])[F:18])[CH:12]=3)[CH:9]=2)[NH:4][C:3]1=[O:21].CN(C)CCN(C)C.C([Li])CCC.[F:35][C:36]1[CH:37]=[C:38]([CH:41]=[C:42]([F:44])[CH:43]=1)[CH2:39]Br.[NH4+].[Cl-]. (2) Given the product [CH:11]([N:8]1[C:9]2[CH:10]=[C:2]([C:27]3[CH:28]=[N:29][NH:30][CH:31]=3)[CH:3]=[C:4]([C:15]([O:17][CH3:18])=[O:16])[C:5]=2[C:6]([CH3:14])=[N:7]1)([CH3:13])[CH3:12], predict the reactants needed to synthesize it. The reactants are: Br[C:2]1[CH:3]=[C:4]([C:15]([O:17][CH3:18])=[O:16])[C:5]2[C:6]([CH3:14])=[N:7][N:8]([CH:11]([CH3:13])[CH3:12])[C:9]=2[CH:10]=1.CC1(C)C(C)(C)OB([C:27]2[CH:28]=[N:29][NH:30][CH:31]=2)O1. (3) Given the product [F:28][C:27]([F:30])([F:29])[S:24]([O:23][C:20]1[CH:21]=[CH:22][C:16]2[O:15][CH2:14][CH:13]([CH2:12][N:32]([CH2:33][CH3:34])[CH3:31])[O:18][C:17]=2[CH:19]=1)(=[O:26])=[O:25], predict the reactants needed to synthesize it. The reactants are: CC1C=CC(S(O[CH2:12][CH:13]2[O:18][C:17]3[CH:19]=[C:20]([O:23][S:24]([C:27]([F:30])([F:29])[F:28])(=[O:26])=[O:25])[CH:21]=[CH:22][C:16]=3[O:15][CH2:14]2)(=O)=O)=CC=1.[CH3:31][NH:32][CH2:33][CH3:34]. (4) The reactants are: [CH2:1]([C@H:8]1[CH2:12][O:11][C:10](=[O:13])[N:9]1[C:14](=[O:26])[CH2:15][C:16]1[CH:21]=[CH:20][C:19]([S:22]([CH3:25])(=[O:24])=[O:23])=[CH:18][CH:17]=1)[C:2]1[CH:7]=[CH:6][CH:5]=[CH:4][CH:3]=1.Br[CH2:28][C:29]1[CH:34]=[CH:33][CH:32]=[CH:31][C:30]=1[CH3:35].C[Si]([N-][Si](C)(C)C)(C)C.[Na+]. Given the product [CH2:1]([C@H:8]1[CH2:12][O:11][C:10](=[O:13])[N:9]1[C:14](=[O:26])[C@@H:15]([C:16]1[CH:17]=[CH:18][C:19]([S:22]([CH3:25])(=[O:24])=[O:23])=[CH:20][CH:21]=1)[CH2:28][C:29]1[CH:34]=[CH:33][CH:32]=[CH:31][C:30]=1[CH3:35])[C:2]1[CH:7]=[CH:6][CH:5]=[CH:4][CH:3]=1.[CH2:1]([C@H:8]1[CH2:12][O:11][C:10](=[O:13])[N:9]1[C:14](=[O:26])[C@H:15]([C:16]1[CH:17]=[CH:18][C:19]([S:22]([CH3:25])(=[O:24])=[O:23])=[CH:20][CH:21]=1)[CH2:28][C:29]1[CH:34]=[CH:33][CH:32]=[CH:31][C:30]=1[CH3:35])[C:2]1[CH:7]=[CH:6][CH:5]=[CH:4][CH:3]=1, predict the reactants needed to synthesize it. (5) Given the product [Br:6][CH2:5][CH2:4][C@@H:3]([CH2:2][Br:1])[O:7][Si:17]([C:13]([CH3:16])([CH3:15])[CH3:14])([C:24]1[CH:25]=[CH:26][CH:27]=[CH:28][CH:29]=1)[C:18]1[CH:23]=[CH:22][CH:21]=[CH:20][CH:19]=1, predict the reactants needed to synthesize it. The reactants are: [Br:1][CH2:2][C@@H:3]([OH:7])[CH2:4][CH2:5][Br:6].N1C=CN=C1.[C:13]([Si:17](Cl)([C:24]1[CH:29]=[CH:28][CH:27]=[CH:26][CH:25]=1)[C:18]1[CH:23]=[CH:22][CH:21]=[CH:20][CH:19]=1)([CH3:16])([CH3:15])[CH3:14].O. (6) Given the product [CH2:12]1[C:11]2([CH2:14][CH2:15][CH2:16][CH2:17][CH:10]2[CH2:9][OH:8])[CH2:13]1, predict the reactants needed to synthesize it. The reactants are: C([O:8][CH2:9][CH:10]1[CH2:17][CH2:16][CH2:15][CH2:14][C:11]21[CH2:13][CH2:12]2)C1C=CC=CC=1.[H][H].